From a dataset of Full USPTO retrosynthesis dataset with 1.9M reactions from patents (1976-2016). Predict the reactants needed to synthesize the given product. (1) Given the product [S:1]1[C:5]2[CH:6]=[CH:7][CH:8]=[CH:9][C:4]=2[N:3]=[C:2]1[NH:10][C:11]([N:13]1[C:22]2[C:17](=[CH:18][CH:19]=[C:20]([C:23]3[N:28]=[C:27]([C:29]([OH:31])=[O:30])[C:26]([O:33][CH2:34][CH2:35][O:36][C:37]4[CH:38]=[CH:39][CH:40]=[CH:41][CH:42]=4)=[CH:25][CH:24]=3)[CH:21]=2)[CH2:16][CH2:15][CH2:14]1)=[O:12], predict the reactants needed to synthesize it. The reactants are: [S:1]1[C:5]2[CH:6]=[CH:7][CH:8]=[CH:9][C:4]=2[N:3]=[C:2]1[NH:10][C:11]([N:13]1[C:22]2[C:17](=[CH:18][CH:19]=[C:20]([C:23]3[N:28]=[C:27]([C:29]([O:31]C)=[O:30])[C:26]([O:33][CH2:34][CH2:35][O:36][C:37]4[CH:42]=[CH:41][CH:40]=[CH:39][CH:38]=4)=[CH:25][CH:24]=3)[CH:21]=2)[CH2:16][CH2:15][CH2:14]1)=[O:12].[Li+].[OH-].O. (2) Given the product [CH:1]1([N:4]2[C:12]3[C:7](=[CH:8][C:9]([C:13]4[C:33]([F:34])=[CH:32][C:16]5[NH:17][C:18]([O:20][CH:21]6[CH2:22][CH2:23][CH:24]([C:27]([OH:29])=[O:28])[CH2:25][CH2:26]6)=[N:19][C:15]=5[C:14]=4[F:35])=[CH:10][CH:11]=3)[CH:6]=[CH:5]2)[CH2:2][CH2:3]1, predict the reactants needed to synthesize it. The reactants are: [CH:1]1([N:4]2[C:12]3[C:7](=[CH:8][C:9]([C:13]4[C:33]([F:34])=[CH:32][C:16]5[NH:17][C:18]([O:20][CH:21]6[CH2:26][CH2:25][CH:24]([C:27]([O:29]CC)=[O:28])[CH2:23][CH2:22]6)=[N:19][C:15]=5[C:14]=4[F:35])=[CH:10][CH:11]=3)[CH:6]=[CH:5]2)[CH2:3][CH2:2]1.O([Si](C)(C)C)[K]. (3) Given the product [C:2]([C:6]1[N:10]([CH2:11][CH:12]2[CH2:17][CH2:16][O:15][CH2:14][CH2:13]2)[C:9]2[CH:18]=[CH:19][C:20]([N:22]([CH2:23][CH3:24])[S:31]([C:25]3[CH:30]=[CH:29][CH:28]=[CH:27][CH:26]=3)(=[O:33])=[O:32])=[CH:21][C:8]=2[N:7]=1)([CH3:5])([CH3:3])[CH3:4], predict the reactants needed to synthesize it. The reactants are: Cl.[C:2]([C:6]1[N:10]([CH2:11][CH:12]2[CH2:17][CH2:16][O:15][CH2:14][CH2:13]2)[C:9]2[CH:18]=[CH:19][C:20]([NH:22][CH2:23][CH3:24])=[CH:21][C:8]=2[N:7]=1)([CH3:5])([CH3:4])[CH3:3].[C:25]1([S:31](Cl)(=[O:33])=[O:32])[CH:30]=[CH:29][CH:28]=[CH:27][CH:26]=1. (4) The reactants are: [NH2:1][C:2]1[CH:3]=[CH:4][C:5]2[CH2:11][N:10]([CH3:12])[CH2:9][C:8](=[O:13])[NH:7][C:6]=2[CH:14]=1.Cl[C:16]1[N:21]=[C:20]([NH:22][C:23]2[CH:32]=[CH:31][CH:30]=[CH:29][C:24]=2[C:25]([NH:27][CH3:28])=[O:26])[C:19]([Cl:33])=[CH:18][N:17]=1.C12(CS(O)(=O)=O)C(C)(C)C(CC1)CC2=O. Given the product [Cl:33][C:19]1[C:20]([NH:22][C:23]2[CH:32]=[CH:31][CH:30]=[CH:29][C:24]=2[C:25]([NH:27][CH3:28])=[O:26])=[N:21][C:16]([NH:1][C:2]2[CH:3]=[CH:4][C:5]3[CH2:11][N:10]([CH3:12])[CH2:9][C:8](=[O:13])[NH:7][C:6]=3[CH:14]=2)=[N:17][CH:18]=1, predict the reactants needed to synthesize it. (5) Given the product [N:22]1([CH2:21][C@@H:20]2[C@H:17]([NH:16][C:15](=[O:32])/[C:14](=[N:33]\[O:34][C:35]([CH3:44])([CH3:43])[C:36]([O:38][C:39]([CH3:42])([CH3:41])[CH3:40])=[O:37])/[C:12]3[N:13]=[C:9]([NH:8][C:6]([O:5][C:1]([CH3:3])([CH3:4])[CH3:2])=[O:7])[S:10][CH:11]=3)[C:18](=[O:31])[NH:19]2)[CH:26]=[CH:25][N:24]=[N:23]1, predict the reactants needed to synthesize it. The reactants are: [C:1]([O:5][C:6]([NH:8][C:9]1[S:10][CH:11]=[C:12](/[C:14](=[N:33]/[O:34][C:35]([CH3:44])([CH3:43])[C:36]([O:38][C:39]([CH3:42])([CH3:41])[CH3:40])=[O:37])/[C:15](=[O:32])[NH:16][C@H:17]2[C@@H:20]([CH2:21][N:22]3[CH:26]=[C:25]([Si](C)(C)C)[N:24]=[N:23]3)[NH:19][C:18]2=[O:31])[N:13]=1)=[O:7])([CH3:4])([CH3:3])[CH3:2].CCCC[N+](CCCC)(CCCC)CCCC.[F-]. (6) Given the product [F:1][C:2]1[CH:3]=[C:4]([CH:33]([OH:35])[CH3:34])[CH:5]=[CH:6][C:7]=1[N:8]1[CH2:13][CH2:12][N:11]([C:14]([C:16]2[CH:21]=[C:20]([S:22]([CH3:25])(=[O:24])=[O:23])[CH:19]=[CH:18][C:17]=2[C:26]2[CH:31]=[CH:30][C:29]([F:32])=[CH:28][CH:27]=2)=[O:15])[CH2:10][CH2:9]1, predict the reactants needed to synthesize it. The reactants are: [F:1][C:2]1[CH:3]=[C:4]([C:33](=[O:35])[CH3:34])[CH:5]=[CH:6][C:7]=1[N:8]1[CH2:13][CH2:12][N:11]([C:14]([C:16]2[CH:21]=[C:20]([S:22]([CH3:25])(=[O:24])=[O:23])[CH:19]=[CH:18][C:17]=2[C:26]2[CH:31]=[CH:30][C:29]([F:32])=[CH:28][CH:27]=2)=[O:15])[CH2:10][CH2:9]1.B1(C)OC(C2C=CC=CC=2)(C2C=CC=CC=2)[C@H]2N1CCC2.C(Cl)(Cl)Cl.CCCCCC. (7) Given the product [Br:41][C:42]1[CH:47]=[CH:46][C:45]([C:48]2[C:50]([C:52]3[CH:57]=[CH:56][C:55]([Br:58])=[CH:54][CH:53]=3)=[N:22][C:21]3[C:26](=[CH:27][CH:28]=[C:19]([C:8]4[N:7]([CH:1]5[CH2:2][CH2:3][CH2:4][CH2:5][CH2:6]5)[C:11]5[CH:12]=[CH:13][C:14]([C:16]([OH:18])=[O:17])=[CH:15][C:10]=5[N:9]=4)[CH:20]=3)[N:25]=2)=[CH:44][CH:43]=1, predict the reactants needed to synthesize it. The reactants are: [CH:1]1([N:7]2[C:11]3[CH:12]=[CH:13][C:14]([C:16]([OH:18])=[O:17])=[CH:15][C:10]=3[N:9]=[C:8]2[C:19]2[CH:20]=[C:21]3[C:26](=[CH:27][CH:28]=2)[N:25]=C(C2C=CC=CC=2)C(C2C=CC=CC=2)=[N:22]3)[CH2:6][CH2:5][CH2:4][CH2:3][CH2:2]1.[Br:41][C:42]1[CH:47]=[CH:46][C:45]([C:48]([C:50]([C:52]2[CH:57]=[CH:56][C:55]([Br:58])=[CH:54][CH:53]=2)=O)=O)=[CH:44][CH:43]=1. (8) Given the product [OH:36][CH:37]([CH2:39][O:40][CH2:41][CH2:42][O:43][CH2:44][CH:45]([OH:46])[CH2:47][N:6]([C:7]1[C:20]([I:21])=[C:11]([C:12]([NH:14][CH2:15][CH:16]([OH:19])[CH2:17][OH:18])=[O:13])[C:10]([I:22])=[C:9]([C:8]=1[I:31])[C:23]([NH:25][CH2:26][CH:27]([OH:30])[CH2:28][OH:29])=[O:24])[C:3](=[O:1])[CH3:4])[CH2:38][N:6]([C:7]1[C:20]([I:21])=[C:11]([C:12]([NH:14][CH2:15][CH:16]([OH:19])[CH2:17][OH:18])=[O:13])[C:10]([I:22])=[C:9]([C:8]=1[I:31])[C:23]([NH:25][CH2:26][CH:27]([OH:30])[CH2:28][OH:29])=[O:24])[C:3](=[O:5])[CH3:4], predict the reactants needed to synthesize it. The reactants are: [OH-:1].[K+].[C:3]([NH:6][C:7]1[C:8]([I:31])=[C:9]([C:23]([NH:25][CH2:26][CH:27]([OH:30])[CH2:28][OH:29])=[O:24])[C:10]([I:22])=[C:11]([C:20]=1[I:21])[C:12]([NH:14][CH2:15][CH:16]([OH:19])[CH2:17][OH:18])=[O:13])(=[O:5])[CH3:4].B(O)(O)O.[O:36]1[CH2:38][CH:37]1[CH2:39][O:40][CH2:41][CH2:42][O:43][CH2:44][CH:45]1[CH2:47][O:46]1.Cl.